From a dataset of NCI-60 drug combinations with 297,098 pairs across 59 cell lines. Regression. Given two drug SMILES strings and cell line genomic features, predict the synergy score measuring deviation from expected non-interaction effect. Drug 1: C1CCC(CC1)NC(=O)N(CCCl)N=O. Drug 2: B(C(CC(C)C)NC(=O)C(CC1=CC=CC=C1)NC(=O)C2=NC=CN=C2)(O)O. Cell line: EKVX. Synergy scores: CSS=5.87, Synergy_ZIP=-3.58, Synergy_Bliss=-1.63, Synergy_Loewe=0.160, Synergy_HSA=-0.911.